Dataset: Catalyst prediction with 721,799 reactions and 888 catalyst types from USPTO. Task: Predict which catalyst facilitates the given reaction. Product: [CH3:20][C:19]1[CH:18]=[CH:17][N:16]=[CH:15][C:14]=1[NH:13][C:7](=[O:12])[O:8][CH3:9]. Reactant: CC(C)([O-])C.[K+].[C:7](=[O:12])(OC)[O:8][CH3:9].[NH2:13][C:14]1[CH:15]=[N:16][CH:17]=[CH:18][C:19]=1[CH3:20].O. The catalyst class is: 7.